From a dataset of Full USPTO retrosynthesis dataset with 1.9M reactions from patents (1976-2016). Predict the reactants needed to synthesize the given product. (1) Given the product [CH:1]([N:4]1[CH2:9][CH2:8][N:7]([C:10]([C:12]2[CH:19]=[CH:18][CH:17]=[C:14]([CH2:15][N:20]3[CH2:25][CH2:24][O:23][CH2:22][CH2:21]3)[CH:13]=2)=[O:11])[CH2:6][CH2:5]1)([CH3:3])[CH3:2], predict the reactants needed to synthesize it. The reactants are: [CH:1]([N:4]1[CH2:9][CH2:8][N:7]([C:10]([C:12]2[CH:13]=[C:14]([CH:17]=[CH:18][CH:19]=2)[CH:15]=O)=[O:11])[CH2:6][CH2:5]1)([CH3:3])[CH3:2].[NH:20]1[CH2:25][CH2:24][O:23][CH2:22][CH2:21]1. (2) Given the product [NH2:23][C:21]1[N:20]=[N:19][CH:7]=[C:8]([C:9]([F:12])([CH3:11])[CH3:10])[N:22]=1, predict the reactants needed to synthesize it. The reactants are: C([O-])(=O)C.[Na+].Br[CH:7](Br)[C:8](=O)[C:9]([F:12])([CH3:11])[CH3:10].C(=O)(O)O.[NH2:19][NH:20][C:21]([NH2:23])=[NH:22].[OH-].[Na+]. (3) Given the product [CH:35]([NH:38][CH2:33][CH2:32][N:29]1[C:9]2[N:10]=[C:11]([C:13]3[CH:14]=[CH:15][C:16]([NH:19][C:20]([NH:22][C:23]4[CH:24]=[CH:25][N:26]=[CH:27][CH:28]=4)=[O:21])=[CH:17][CH:18]=3)[N:12]=[C:7]([N:1]3[CH2:2][CH2:3][O:4][CH2:5][CH2:6]3)[C:8]=2[CH:31]=[CH:30]1)([CH3:37])[CH3:36], predict the reactants needed to synthesize it. The reactants are: [N:1]1([C:7]2[C:8]3[CH:31]=[CH:30][N:29]([CH2:32][CH:33]=O)[C:9]=3[N:10]=[C:11]([C:13]3[CH:18]=[CH:17][C:16]([NH:19][C:20]([NH:22][C:23]4[CH:28]=[CH:27][N:26]=[CH:25][CH:24]=4)=[O:21])=[CH:15][CH:14]=3)[N:12]=2)[CH2:6][CH2:5][O:4][CH2:3][CH2:2]1.[CH:35]([NH2:38])([CH3:37])[CH3:36]. (4) The reactants are: Cl[CH2:2][CH2:3][CH2:4][N:5]1[CH2:11][CH2:10][C:9](=[O:12])[C:8]2[N:13]([CH3:16])[CH:14]=[CH:15][C:7]=2[S:6]1(=[O:18])=[O:17].Cl.[F:20][C:21]1[CH:34]=[CH:33][C:24]([C:25]([CH:27]2[CH2:32][CH2:31][NH:30][CH2:29][CH2:28]2)=[O:26])=[CH:23][CH:22]=1.C(=O)([O-])O.[Na+].[I-].[Na+]. Given the product [F:20][C:21]1[CH:22]=[CH:23][C:24]([C:25]([CH:27]2[CH2:32][CH2:31][N:30]([CH2:2][CH2:3][CH2:4][N:5]3[CH2:11][CH2:10][C:9](=[O:12])[C:8]4[N:13]([CH3:16])[CH:14]=[CH:15][C:7]=4[S:6]3(=[O:18])=[O:17])[CH2:29][CH2:28]2)=[O:26])=[CH:33][CH:34]=1, predict the reactants needed to synthesize it.